From a dataset of Full USPTO retrosynthesis dataset with 1.9M reactions from patents (1976-2016). Predict the reactants needed to synthesize the given product. (1) The reactants are: B(Br)(Br)Br.[Br:5][C:6]1[CH:15]=[C:14]([O:16]C)[C:13]([O:18]C)=[CH:12][C:7]=1[C:8]([O:10][CH3:11])=[O:9].CO. Given the product [Br:5][C:6]1[CH:15]=[C:14]([OH:16])[C:13]([OH:18])=[CH:12][C:7]=1[C:8]([O:10][CH3:11])=[O:9], predict the reactants needed to synthesize it. (2) Given the product [C:3]([C:5](=[C:22]([S:18][CH3:17])[S:23][CH3:25])[C:6]([C:8]1[O:12][C:11]([C:13]#[N:14])=[CH:10][CH:9]=1)=[O:7])#[N:4], predict the reactants needed to synthesize it. The reactants are: [P].[S].[C:3]([CH2:5][C:6]([C:8]1[O:12][C:11]([C:13]#[N:14])=[CH:10][CH:9]=1)=[O:7])#[N:4].[H-].[Na+].[C:17](=S)=[S:18].CI.[CH3:22][S:23]([CH3:25])=O. (3) Given the product [CH3:9][C:8]1[CH:7]=[CH:6][CH:5]=[C:4]([S:10]([N:14]2[CH:18]=[CH:17][CH:16]=[N:15]2)(=[O:12])=[O:11])[C:3]=1[C:1]#[N:2], predict the reactants needed to synthesize it. The reactants are: [C:1]([C:3]1[C:8]([CH3:9])=[CH:7][CH:6]=[CH:5][C:4]=1[S:10](Cl)(=[O:12])=[O:11])#[N:2].[NH:14]1[CH:18]=[CH:17][CH:16]=[N:15]1.C(N(CC)CC)C.[Cl-].[NH4+]. (4) Given the product [C:1]([O:6][C@H:7]([O:11][C:12]([CH3:14])=[S:13])[CH:8]([CH3:10])[CH3:9])(=[O:5])[CH2:2][CH2:3][CH3:4], predict the reactants needed to synthesize it. The reactants are: [C:1]([O:6][CH:7]([O:11][C:12]([CH3:14])=[S:13])[CH:8]([CH3:10])[CH3:9])(=[O:5])[CH2:2][CH2:3][CH3:4].P([O-])([O-])([O-])=O. (5) Given the product [CH:8]1[C:9]2[C:14](=[CH:13][CH:12]=[CH:11][CH:10]=2)[CH:15]=[CH:16][C:7]=1[C:32]1[CH2:33][CH2:34][C:27]2([CH2:28][CH2:29][NH:24][CH2:25][CH2:26]2)[CH2:30][CH:31]=1, predict the reactants needed to synthesize it. The reactants are: [Li]C(C)(C)C.Br[C:7]1[CH:16]=[CH:15][C:14]2[C:9](=[CH:10][CH:11]=[CH:12][CH:13]=2)[CH:8]=1.C(OC([N:24]1[CH2:29][CH2:28][C:27]2([CH2:34][CH2:33][C:32](=O)[CH2:31][CH2:30]2)[CH2:26][CH2:25]1)=O)(C)(C)C.